Dataset: Forward reaction prediction with 1.9M reactions from USPTO patents (1976-2016). Task: Predict the product of the given reaction. (1) The product is: [NH2:1][C:4]1[CH:9]=[CH:8][C:7]([C:10](=[O:12])[CH3:11])=[CH:6][CH:5]=1. Given the reactants [N+:1]([C:4]1[CH:9]=[CH:8][C:7]([C:10](=[O:12])[CH3:11])=[CH:6][CH:5]=1)([O-])=O.[NH4+].[Cl-], predict the reaction product. (2) The product is: [F:1][C@H:2]1[CH2:6][NH:5][C@H:4]([C:14]([NH:15][C@@:16]([C:31]2[CH:36]=[C:35]([O:37][C:38]([F:43])([F:42])[CH:39]([F:41])[F:40])[CH:34]=[C:33]([F:44])[CH:32]=2)([C:24]2[CH:25]=[CH:26][C:27]([F:30])=[CH:28][CH:29]=2)[CH2:17][C:18]2[CH:19]=[CH:20][CH:21]=[CH:22][CH:23]=2)=[O:45])[CH2:3]1. Given the reactants [F:1][C@H:2]1[CH2:6][N:5](C(OC(C)(C)C)=O)[C@H:4]([C:14](=[O:45])[NH:15][C@@:16]([C:31]2[CH:36]=[C:35]([O:37][C:38]([F:43])([F:42])[CH:39]([F:41])[F:40])[CH:34]=[C:33]([F:44])[CH:32]=2)([C:24]2[CH:29]=[CH:28][C:27]([F:30])=[CH:26][CH:25]=2)[CH2:17][C:18]2[CH:23]=[CH:22][CH:21]=[CH:20][CH:19]=2)[CH2:3]1, predict the reaction product. (3) Given the reactants [CH2:1]([O:8][C@H:9]1[C@@H:15]([O:16][CH2:17][C:18]2[CH:23]=[CH:22][CH:21]=[CH:20][CH:19]=2)[C@H:14]([O:24][CH2:25][C:26]2[CH:31]=[CH:30][CH:29]=[CH:28][CH:27]=2)[C@@H:13]([CH2:32][O:33][CH2:34][C:35]2[CH:40]=[CH:39][CH:38]=[CH:37][CH:36]=2)[O:12][CH:10]1[OH:11])[C:2]1[CH:7]=[CH:6][CH:5]=[CH:4][CH:3]=1.C(=O)([O-])[O-].[Cs+].[Cs+].C([O:49][C:50](=[O:60])[CH:51]([C:54]1[CH:59]=[CH:58][CH:57]=[CH:56][CH:55]=1)[CH2:52]Br)C.COC(C)(C)C, predict the reaction product. The product is: [CH2:1]([O:8][C@H:9]1[C@@H:15]([O:16][CH2:17][C:18]2[CH:23]=[CH:22][CH:21]=[CH:20][CH:19]=2)[C@H:14]([O:24][CH2:25][C:26]2[CH:27]=[CH:28][CH:29]=[CH:30][CH:31]=2)[C@@H:13]([CH2:32][O:33][CH2:34][C:35]2[CH:36]=[CH:37][CH:38]=[CH:39][CH:40]=2)[O:12][CH:10]1[O:11][CH2:52][CH:51]([C:54]1[CH:59]=[CH:58][CH:57]=[CH:56][CH:55]=1)[C:50]([OH:60])=[O:49])[C:2]1[CH:3]=[CH:4][CH:5]=[CH:6][CH:7]=1. (4) The product is: [CH2:41]([O:40][C:38]([NH:15][C@H:16]1[C@H:20]([F:21])[CH2:19][N:18]([C:22]([O:24][C:25]([CH3:28])([CH3:27])[CH3:26])=[O:23])[CH2:17]1)=[O:39])[C:42]1[CH:47]=[CH:46][CH:45]=[CH:44][CH:43]=1. Given the reactants C1([C@H](CC(O)=O)C(O)=O)C=CC=CC=1.[NH2:15][C@H:16]1[C@H:20]([F:21])[CH2:19][N:18]([C:22]([O:24][C:25]([CH3:28])([CH3:27])[CH3:26])=[O:23])[CH2:17]1.CCN(C(C)C)C(C)C.[C:38](Cl)([O:40][CH2:41][C:42]1[CH:47]=[CH:46][CH:45]=[CH:44][CH:43]=1)=[O:39], predict the reaction product. (5) Given the reactants Br[C:2]1[CH2:6][CH2:5][CH2:4][C:3]=1[N:7]1[C:15]2[CH:14]=[CH:13][C:12]([CH3:16])=[CH:11][C:10]=2[C:9]2[CH2:17][N:18]([CH3:21])[CH2:19][CH2:20][C:8]1=2.[F:22][C:23]1[CH:28]=[CH:27][C:26](B(O)O)=[CH:25][CH:24]=1.C(=O)([O-])[O-].[K+].[K+].O, predict the reaction product. The product is: [F:22][C:23]1[CH:28]=[CH:27][C:26]([C:2]2[CH2:6][CH2:5][CH2:4][C:3]=2[N:7]2[C:15]3[CH:14]=[CH:13][C:12]([CH3:16])=[CH:11][C:10]=3[C:9]3[CH2:17][N:18]([CH3:21])[CH2:19][CH2:20][C:8]2=3)=[CH:25][CH:24]=1.